Dataset: Peptide-MHC class II binding affinity with 134,281 pairs from IEDB. Task: Regression. Given a peptide amino acid sequence and an MHC pseudo amino acid sequence, predict their binding affinity value. This is MHC class II binding data. The MHC is DRB1_0901 with pseudo-sequence DRB1_0901. The binding affinity (normalized) is 0.408. The peptide sequence is TTPFGQQRVFKEKVD.